This data is from Full USPTO retrosynthesis dataset with 1.9M reactions from patents (1976-2016). The task is: Predict the reactants needed to synthesize the given product. (1) Given the product [Br:1][C:23]1[S:22][C:21]2[N:16]([CH2:15][C:14]3[CH:13]=[CH:12][C:11]([O:10][CH3:9])=[CH:31][CH:30]=3)[C:17](=[O:29])[N:18]3[N:28]=[CH:27][N:26]=[C:19]3[C:20]=2[C:24]=1[CH3:25], predict the reactants needed to synthesize it. The reactants are: [Br:1]N1C(=O)CCC1=O.[CH3:9][O:10][C:11]1[CH:31]=[CH:30][C:14]([CH2:15][N:16]2[C:21]3[S:22][CH:23]=[C:24]([CH3:25])[C:20]=3[C:19]3=[N:26][CH:27]=[N:28][N:18]3[C:17]2=[O:29])=[CH:13][CH:12]=1. (2) Given the product [CH2:1]([O:3][C:4]([C:6]1[O:7][C:8]2[C:15]([Cl:17])=[CH:14][C:25]([Cl:29])=[C:12]([OH:16])[C:9]=2[C:10]=1[CH3:11])=[O:5])[CH3:2], predict the reactants needed to synthesize it. The reactants are: [CH2:1]([O:3][C:4]([C:6]1[O:7][C:8]2[CH:15]=[CH:14]C=[C:12]([OH:16])[C:9]=2[C:10]=1[CH3:11])=[O:5])[CH3:2].[Cl:17]N1C(=O)CCC1=O.[C:25]([Cl:29])(Cl)(Cl)Cl. (3) Given the product [Cl:2][C:3]1[CH:4]=[CH:5][C:6]([C:9]2[N:10]=[C:11]3[CH:16]=[CH:15][C:14]([CH2:17][OH:18])=[CH:13][N:12]3[C:21]=2[CH2:22][OH:23])=[CH:7][CH:8]=1, predict the reactants needed to synthesize it. The reactants are: Br.[Cl:2][C:3]1[CH:8]=[CH:7][C:6]([C:9]2[N:10]=[C:11]3[CH:16]=[CH:15][C:14]([C:17](OC)=[O:18])=[CH:13][N:12]3[C:21]=2[CH2:22][OH:23])=[CH:5][CH:4]=1.[H-].[Al+3].[Li+].[H-].[H-].[H-].O.[OH-].[Na+]. (4) Given the product [N:10]1([CH2:15][CH2:16][O:17][C:18]2[CH:19]=[C:20]3[C:25](=[CH:26][CH:27]=2)[NH:24][C:23](=[C:31]2[C:32]4[C:37](=[CH:36][CH:35]=[CH:34][CH:33]=4)[NH:29][C:30]2=[O:38])[CH:22]=[CH:21]3)[CH:14]=[CH:13][N:12]=[N:11]1, predict the reactants needed to synthesize it. The reactants are: C(Cl)(=O)C1C=CC=CC=1.[N:10]1([CH2:15][CH2:16][O:17][C:18]2[CH:19]=[C:20]3[C:25](=[CH:26][CH:27]=2)[N+:24]([O-])=[CH:23][CH:22]=[CH:21]3)[CH:14]=[CH:13][N:12]=[N:11]1.[NH:29]1[C:37]2[C:32](=[CH:33][CH:34]=[CH:35][CH:36]=2)[CH2:31][C:30]1=[O:38].C(=O)(O)[O-].[Na+]. (5) The reactants are: [C:1](Cl)([C:14]1[CH:19]=[CH:18][CH:17]=[CH:16][CH:15]=1)([C:8]1[CH:13]=[CH:12][CH:11]=[CH:10][CH:9]=1)[C:2]1[CH:7]=[CH:6][CH:5]=[CH:4][CH:3]=1.[C:21]1([C:27]2[N:28]=[N:29][NH:30][N:31]=2)[CH:26]=[CH:25][CH:24]=[CH:23][CH:22]=1.C(N(CC)CC)C.C([Li])CCC.[B:44](OC(C)C)([O:49]C(C)C)[O:45]C(C)C. Given the product [B:44]([C:26]1[CH:25]=[CH:24][CH:23]=[CH:22][C:21]=1[C:27]1[N:28]=[N:29][N:30]([C:1]([C:14]2[CH:19]=[CH:18][CH:17]=[CH:16][CH:15]=2)([C:8]2[CH:13]=[CH:12][CH:11]=[CH:10][CH:9]=2)[C:2]2[CH:7]=[CH:6][CH:5]=[CH:4][CH:3]=2)[N:31]=1)([OH:49])[OH:45], predict the reactants needed to synthesize it. (6) Given the product [C:9]([O:11][CH2:25][CH3:26])(=[O:10])[CH3:6].[CH3:14][OH:15].[OH-:12].[NH4+:2].[NH2:44][C:40]1[CH2:41][S:42][CH2:43][C@:38]([C:36]2[CH:37]=[C:32]([NH:31][C:9](=[O:11])[C:6]3[CH:5]=[CH:4][C:3]([C:1]#[N:2])=[CH:8][N:7]=3)[CH:33]=[CH:34][C:35]=2[F:46])([CH3:45])[N:39]=1, predict the reactants needed to synthesize it. The reactants are: [C:1]([C:3]1[CH:4]=[CH:5][C:6]([C:9]([OH:11])=[O:10])=[N:7][CH:8]=1)#[N:2].[OH2:12].[Cl-].[CH3:14][O:15]C1N=[C:14]([O:15]C)N=C([N+]2(C)[CH2:26][CH2:25][O:12][CH2:26][CH2:25]2)N=1.[NH2:31][C:32]1[CH:33]=[CH:34][C:35]([F:46])=[C:36]([C@:38]2([CH3:45])[CH2:43][S:42][CH2:41][C:40]([NH2:44])=[N:39]2)[CH:37]=1. (7) The reactants are: C(OC([N:8]1[CH2:12][CH2:11][CH2:10][C@H:9]1[C:13]1[CH:18]=[CH:17][C:16](/[CH:19]=[CH:20]/[C:21]([O:23][CH3:24])=[O:22])=[CH:15][CH:14]=1)=O)(C)(C)C.[ClH:25].C(OCC)C. Given the product [ClH:25].[CH3:24][O:23][C:21](=[O:22])/[CH:20]=[CH:19]/[C:16]1[CH:17]=[CH:18][C:13]([C@@H:9]2[CH2:10][CH2:11][CH2:12][NH:8]2)=[CH:14][CH:15]=1, predict the reactants needed to synthesize it.